From a dataset of Full USPTO retrosynthesis dataset with 1.9M reactions from patents (1976-2016). Predict the reactants needed to synthesize the given product. (1) The reactants are: [Cl:1][C:2]1[CH:3]=[C:4]([CH:8]=[C:9]([Cl:15])[C:10]=1[C:11]([O:13][CH3:14])=[O:12])[C:5](O)=[O:6].C(Cl)(=O)C(Cl)=O.Cl.CN.[CH2:25]([N:27](CC)CC)C. Given the product [Cl:1][C:2]1[CH:3]=[C:4]([C:5](=[O:6])[NH:27][CH3:25])[CH:8]=[C:9]([Cl:15])[C:10]=1[C:11]([O:13][CH3:14])=[O:12], predict the reactants needed to synthesize it. (2) The reactants are: [CH3:1][N:2]([CH3:14])[CH2:3][CH2:4][C:5]([C:7]1[CH:12]=[N:11][C:10]([CH3:13])=[CH:9][N:8]=1)=O.[Cl-].[CH3:16][O:17][CH2:18][P+](C1C=CC=CC=1)(C1C=CC=CC=1)C1C=CC=CC=1.CC(C)([O-])C.[K+].[Cl-].[Na+]. Given the product [CH3:16][O:17][CH:18]=[C:5]([C:7]1[CH:12]=[N:11][C:10]([CH3:13])=[CH:9][N:8]=1)[CH2:4][CH2:3][N:2]([CH3:14])[CH3:1], predict the reactants needed to synthesize it. (3) Given the product [C:35]([O:39][C:40](=[O:50])[NH:41][C:42]1[CH:47]=[CH:46][CH:45]=[C:44]([CH2:48][NH:49][C:6](=[O:8])[C:5]2[CH:9]=[CH:10][C:11]([O:12][CH3:13])=[C:3]([O:2][CH3:1])[CH:4]=2)[CH:43]=1)([CH3:38])([CH3:36])[CH3:37], predict the reactants needed to synthesize it. The reactants are: [CH3:1][O:2][C:3]1[CH:4]=[C:5]([CH:9]=[CH:10][C:11]=1[O:12][CH3:13])[C:6]([OH:8])=O.C(Cl)CCl.C1C=CC2N(O)N=NC=2C=1.CN1CCOCC1.[C:35]([O:39][C:40](=[O:50])[NH:41][C:42]1[CH:47]=[CH:46][CH:45]=[C:44]([CH2:48][NH2:49])[CH:43]=1)([CH3:38])([CH3:37])[CH3:36]. (4) The reactants are: [F:1][C:2]([F:13])([F:12])[O:3][C:4]1[CH:11]=[CH:10][CH:9]=[CH:8][C:5]=1[CH2:6][NH2:7].[Br:14][C:15]1[CH:20]=[C:19](NCC2C=CC=C(Cl)C=2Cl)[C:18]([N+:31]([O-:33])=[O:32])=[CH:17][N:16]=1. Given the product [Br:14][C:15]1[CH:20]=[C:19]([NH:7][CH2:6][C:5]2[CH:8]=[CH:9][CH:10]=[CH:11][C:4]=2[O:3][C:2]([F:12])([F:13])[F:1])[C:18]([N+:31]([O-:33])=[O:32])=[CH:17][N:16]=1, predict the reactants needed to synthesize it. (5) Given the product [C:1]([C:3]1[CH:8]=[CH:7][C:6]([CH2:9][CH2:10][N:11]2[CH2:18][CH2:17][C:14]([CH2:16][N:20]([CH3:19])[C:21]3[CH:22]=[CH:23][C:24]([C:25]([OH:27])=[O:26])=[CH:28][CH:29]=3)([OH:15])[CH2:13][CH2:12]2)=[CH:5][CH:4]=1)#[N:2], predict the reactants needed to synthesize it. The reactants are: [C:1]([C:3]1[CH:8]=[CH:7][C:6]([CH2:9][CH2:10][N:11]2[CH2:18][CH2:17][C:14]3([CH2:16][O:15]3)[CH2:13][CH2:12]2)=[CH:5][CH:4]=1)#[N:2].[CH3:19][NH:20][C:21]1[CH:29]=[CH:28][C:24]([C:25]([OH:27])=[O:26])=[CH:23][CH:22]=1.C(=O)([O-])O.[Na+]. (6) Given the product [CH3:34][N:33]([C:29]1[C:30]2[N:31]=[CH:32][N:24]([C@@H:21]3[O:20][C@H:19]([CH2:36][OH:37])[C@@H:18]([NH:17][C:15]([C@@H:14]([NH2:38])[CH2:13][C:10]4[CH:11]=[CH:12][C:7]([O:6][CH3:5])=[CH:8][CH:9]=4)=[O:16])[C@H:22]3[OH:23])[C:25]=2[N:26]=[CH:27][N:28]=1)[CH3:35], predict the reactants needed to synthesize it. The reactants are: N(C[CH2:5][O:6][C:7]1[CH:12]=[CH:11][C:10]([CH2:13][C@H:14]([NH:38]C(=O)OC(C)(C)C)[C:15]([NH:17][C@H:18]2[C@@H:22]([OH:23])[C@H:21]([N:24]3[CH:32]=[N:31][C:30]4[C:25]3=[N:26][CH:27]=[N:28][C:29]=4[N:33]([CH3:35])[CH3:34])[O:20][C@@H:19]2[CH2:36][OH:37])=[O:16])=[CH:9][CH:8]=1)=[N+]=[N-]. (7) Given the product [CH2:1]([O:5][CH2:6][CH2:7][CH2:8][Si:11]([O:14][CH3:15])([O:12][CH3:13])[O:10][CH3:9])[CH:2]1[O:4][CH2:3]1, predict the reactants needed to synthesize it. The reactants are: [CH2:1]([O:5][CH2:6][CH:7]=[CH2:8])[CH:2]1[O:4][CH2:3]1.[CH3:9][O:10][SiH:11]([O:14][CH3:15])[O:12][CH3:13].